Dataset: NCI-60 drug combinations with 297,098 pairs across 59 cell lines. Task: Regression. Given two drug SMILES strings and cell line genomic features, predict the synergy score measuring deviation from expected non-interaction effect. (1) Drug 1: CC1C(C(CC(O1)OC2CC(CC3=C2C(=C4C(=C3O)C(=O)C5=C(C4=O)C(=CC=C5)OC)O)(C(=O)C)O)N)O.Cl. Drug 2: CN(C)C1=NC(=NC(=N1)N(C)C)N(C)C. Cell line: CCRF-CEM. Synergy scores: CSS=32.7, Synergy_ZIP=11.1, Synergy_Bliss=12.1, Synergy_Loewe=-42.3, Synergy_HSA=10.1. (2) Drug 1: C1C(C(OC1N2C=C(C(=O)NC2=O)F)CO)O. Drug 2: CC1C(C(CC(O1)OC2CC(CC3=C2C(=C4C(=C3O)C(=O)C5=CC=CC=C5C4=O)O)(C(=O)C)O)N)O. Cell line: HS 578T. Synergy scores: CSS=53.1, Synergy_ZIP=0.827, Synergy_Bliss=1.62, Synergy_Loewe=2.31, Synergy_HSA=6.44. (3) Drug 1: CS(=O)(=O)CCNCC1=CC=C(O1)C2=CC3=C(C=C2)N=CN=C3NC4=CC(=C(C=C4)OCC5=CC(=CC=C5)F)Cl. Drug 2: C1CC(CNC1)C2=CC=C(C=C2)N3C=C4C=CC=C(C4=N3)C(=O)N. Cell line: HCT116. Synergy scores: CSS=50.8, Synergy_ZIP=3.38, Synergy_Bliss=3.18, Synergy_Loewe=2.83, Synergy_HSA=6.42. (4) Drug 1: C(=O)(N)NO. Drug 2: CNC(=O)C1=NC=CC(=C1)OC2=CC=C(C=C2)NC(=O)NC3=CC(=C(C=C3)Cl)C(F)(F)F. Cell line: PC-3. Synergy scores: CSS=-1.85, Synergy_ZIP=5.18, Synergy_Bliss=2.94, Synergy_Loewe=0.00409, Synergy_HSA=-5.18.